Dataset: Forward reaction prediction with 1.9M reactions from USPTO patents (1976-2016). Task: Predict the product of the given reaction. The product is: [NH2:1][C:2]1[N:3]=[C:4]([N:52]2[CH2:57][CH2:56][NH:55][CH2:54][CH2:53]2)[C:5]2[N:11]=[C:10]([Cl:12])[CH:9]=[CH:8][C:6]=2[N:7]=1. Given the reactants [NH2:1][C:2]1[NH:3][C:4](=O)[C:5]2[N:11]=[C:10]([Cl:12])[CH:9]=[CH:8][C:6]=2[N:7]=1.N12CCCN=C1CCCCC2.F[P-](F)(F)(F)(F)F.N1(O[P+](N(C)C)(N(C)C)N(C)C)C2C=CC=CC=2N=N1.[NH:52]1[CH2:57][CH2:56][NH:55][CH2:54][CH2:53]1, predict the reaction product.